The task is: Regression. Given two drug SMILES strings and cell line genomic features, predict the synergy score measuring deviation from expected non-interaction effect.. This data is from NCI-60 drug combinations with 297,098 pairs across 59 cell lines. (1) Drug 1: C(CC(=O)O)C(=O)CN.Cl. Drug 2: C(CN)CNCCSP(=O)(O)O. Cell line: MDA-MB-231. Synergy scores: CSS=7.58, Synergy_ZIP=-0.325, Synergy_Bliss=3.26, Synergy_Loewe=-0.369, Synergy_HSA=1.78. (2) Drug 1: COC1=NC(=NC2=C1N=CN2C3C(C(C(O3)CO)O)O)N. Drug 2: C1=CC=C(C=C1)NC(=O)CCCCCCC(=O)NO. Cell line: DU-145. Synergy scores: CSS=8.47, Synergy_ZIP=2.48, Synergy_Bliss=7.40, Synergy_Loewe=-31.6, Synergy_HSA=-1.96. (3) Drug 1: C1C(C(OC1N2C=C(C(=O)NC2=O)F)CO)O. Drug 2: CCN(CC)CCCC(C)NC1=C2C=C(C=CC2=NC3=C1C=CC(=C3)Cl)OC. Cell line: NCI-H522. Synergy scores: CSS=7.58, Synergy_ZIP=-5.37, Synergy_Bliss=-1.32, Synergy_Loewe=-4.17, Synergy_HSA=-1.78.